From a dataset of Full USPTO retrosynthesis dataset with 1.9M reactions from patents (1976-2016). Predict the reactants needed to synthesize the given product. (1) Given the product [CH3:36][CH2:35][CH2:34][C:13]1[C:14]2[N:15]=[C:16]([C:21]3[CH:22]=[C:23]([S:30]([N:5]4[CH2:6][CH2:7][N:2]([CH3:1])[CH2:3][CH2:4]4)(=[O:31])=[O:32])[CH:24]=[CH:25][C:26]=3[O:27][CH2:28][CH3:29])[NH:17][C:18](=[O:20])[C:19]=2[N:11]([CH3:10])[N:12]=1, predict the reactants needed to synthesize it. The reactants are: [CH3:1][N:2]1[CH2:7][CH2:6][NH:5][CH2:4][CH2:3]1.[OH-].[Na+].[CH3:10][N:11]1[C:19]2[C:18](=[O:20])[N:17]=[C:16]([C:21]3[CH:22]=[C:23]([S:30](Cl)(=[O:32])=[O:31])[CH:24]=[CH:25][C:26]=3[O:27][CH2:28][CH3:29])[NH:15][C:14]=2[C:13]([CH2:34][CH2:35][CH3:36])=[N:12]1. (2) The reactants are: [Br:1][C:2]1[N:7]=[CH:6][C:5]2[CH:8]=[C:9]([C:15]3[CH:16]=[N:17][N:18]([C:20]([O:22][C:23]([CH3:26])([CH3:25])[CH3:24])=[O:21])[CH:19]=3)[N:10](S(C)(=O)=O)[C:4]=2[CH:3]=1.C1CCN2C(=NCCC2)CC1.[C:38](O[C:38]([O:40][C:41]([CH3:44])([CH3:43])[CH3:42])=[O:39])([O:40][C:41]([CH3:44])([CH3:43])[CH3:42])=[O:39].C(N(CC)CC)C. Given the product [Br:1][C:2]1[N:7]=[CH:6][C:5]2[CH:8]=[C:9]([C:15]3[CH:16]=[N:17][N:18]([C:20]([O:22][C:23]([CH3:26])([CH3:25])[CH3:24])=[O:21])[CH:19]=3)[N:10]([C:38]([O:40][C:41]([CH3:44])([CH3:43])[CH3:42])=[O:39])[C:4]=2[CH:3]=1, predict the reactants needed to synthesize it. (3) The reactants are: I[C:2]1[CH:16]=[CH:15][C:5]([O:6][CH:7]2[CH:12]3[CH2:13][CH2:14][N:9]([CH2:10][CH2:11]3)[CH2:8]2)=[CH:4][CH:3]=1.C([C:19]1[CH:24]=[CH:23][CH:22]=[CH:21][C:20]=1[NH:25][C:26](=O)[C:27](F)(F)F)#C.C([O-])([O-])=O.[K+].[K+].N. Given the product [N:9]12[CH2:14][CH2:13][CH:12]([CH2:11][CH2:10]1)[CH:7]([O:6][C:5]1[CH:15]=[CH:16][C:2]([C:27]3[C:19]4[C:20](=[CH:21][CH:22]=[CH:23][CH:24]=4)[NH:25][CH:26]=3)=[CH:3][CH:4]=1)[CH2:8]2, predict the reactants needed to synthesize it. (4) Given the product [F:14][C:15]([F:32])([F:33])[O:16][C:17]1[CH:18]=[CH:19][C:20]([O:23][C:24]2[CH:25]=[C:26]([CH2:27][NH:28][C:4](=[O:6])[C:3]3[CH:7]=[CH:8][C:9]([CH2:11][O:12][CH3:13])=[N:10][C:2]=3[NH2:1])[CH:29]=[CH:30][CH:31]=2)=[CH:21][CH:22]=1, predict the reactants needed to synthesize it. The reactants are: [NH2:1][C:2]1[N:10]=[C:9]([CH2:11][O:12][CH3:13])[CH:8]=[CH:7][C:3]=1[C:4]([OH:6])=O.[F:14][C:15]([F:33])([F:32])[O:16][C:17]1[CH:22]=[CH:21][C:20]([O:23][C:24]2[CH:25]=[C:26]([CH:29]=[CH:30][CH:31]=2)[CH2:27][NH2:28])=[CH:19][CH:18]=1.C(N(CC)CC)C.CN([P+](ON1N=NC2C=CC=CC1=2)(N(C)C)N(C)C)C.F[P-](F)(F)(F)(F)F. (5) Given the product [C:1]([O:5][C:6](=[O:29])[NH:7][C:8]([CH3:28])([CH2:25][CH2:26][CH3:27])[CH2:9][NH:10][C:11]([C:13]1[C:14]([CH3:24])=[N:15][N:16]2[C:21]([O:22][CH2:31][C:32]3[C:39]([F:40])=[CH:38][CH:37]=[C:34]([C:35]#[N:36])[C:33]=3[F:41])=[CH:20][C:19]([CH3:23])=[CH:18][C:17]=12)=[O:12])([CH3:4])([CH3:3])[CH3:2], predict the reactants needed to synthesize it. The reactants are: [C:1]([O:5][C:6](=[O:29])[NH:7][C:8]([CH3:28])([CH2:25][CH2:26][CH3:27])[CH2:9][NH:10][C:11]([C:13]1[C:14]([CH3:24])=[N:15][N:16]2[C:21]([OH:22])=[CH:20][C:19]([CH3:23])=[CH:18][C:17]=12)=[O:12])([CH3:4])([CH3:3])[CH3:2].Cl[CH2:31][C:32]1[C:33]([F:41])=[C:34]([CH:37]=[CH:38][C:39]=1[F:40])[C:35]#[N:36].C(=O)([O-])[O-].[Cs+].[Cs+]. (6) Given the product [F:9][C:8]([F:11])([F:10])[C:5]1[CH:6]=[CH:7][C:2]([O:12][C:13]2[CH:14]=[C:15]([CH:18]=[CH:19][CH:20]=2)[CH2:16][OH:17])=[CH:3][CH:4]=1, predict the reactants needed to synthesize it. The reactants are: Cl[C:2]1[CH:7]=[CH:6][C:5]([C:8]([F:11])([F:10])[F:9])=[CH:4][CH:3]=1.[OH:12][C:13]1[CH:14]=[C:15]([CH:18]=[CH:19][CH:20]=1)[CH2:16][OH:17].C(=O)([O-])[O-].[K+].[K+].CN1CCN(C)C1=O. (7) Given the product [C:16]([C:13]([CH3:15])([CH3:14])[C:10]1[CH:11]=[CH:12][C:7]([NH:6][C:4](=[O:5])[C:3]2[CH:18]=[C:19]([O:24][CH3:25])[C:20]([O:22][CH3:23])=[CH:21][C:2]=2[NH:1][S:27]([CH3:26])(=[O:29])=[O:28])=[CH:8][CH:9]=1)#[N:17], predict the reactants needed to synthesize it. The reactants are: [NH2:1][C:2]1[CH:21]=[C:20]([O:22][CH3:23])[C:19]([O:24][CH3:25])=[CH:18][C:3]=1[C:4]([NH:6][C:7]1[CH:12]=[CH:11][C:10]([C:13]([C:16]#[N:17])([CH3:15])[CH3:14])=[CH:9][CH:8]=1)=[O:5].[CH3:26][S:27](Cl)(=[O:29])=[O:28].C([O-])([O-])=O.[K+].[K+]. (8) Given the product [C:6]([O:10][C:11]([NH:13][C:14]1[CH:19]=[CH:18][CH:17]=[C:16]([O:20][CH3:21])[C:15]=1[CH2:22][C:26](=[O:29])[CH2:27][CH3:28])=[O:12])([CH3:9])([CH3:8])[CH3:7], predict the reactants needed to synthesize it. The reactants are: C([Li])(CC)C.[C:6]([O:10][C:11]([NH:13][C:14]1[CH:19]=[CH:18][CH:17]=[C:16]([O:20][CH3:21])[C:15]=1[CH3:22])=[O:12])([CH3:9])([CH3:8])[CH3:7].CON(C)[C:26](=[O:29])[CH2:27][CH3:28].